Dataset: Catalyst prediction with 721,799 reactions and 888 catalyst types from USPTO. Task: Predict which catalyst facilitates the given reaction. (1) Reactant: [Br:1][C:2]1[CH:11]=[CH:10][C:9]2[C:4](=[CH:5][CH:6]=[CH:7][CH:8]=2)[CH:3]=1.[Al+3].[Cl-].[Cl-].[Cl-].[Cl:16][CH2:17][C:18](Cl)=[O:19]. Product: [Br:1][C:2]1[CH:3]=[C:4]2[C:9](=[CH:10][CH:11]=1)[CH:8]=[C:7]([C:18](=[O:19])[CH2:17][Cl:16])[CH:6]=[CH:5]2. The catalyst class is: 2. (2) Reactant: [CH3:1][O:2][C:3]1[CH:8]=[CH:7][C:6]([CH:9]([CH3:12])[CH2:10][NH2:11])=[CH:5][CH:4]=1.[Cl:13][C:14]1[C:21]([C:22]([F:25])([F:24])[F:23])=[CH:20][CH:19]=[CH:18][C:15]=1[CH:16]=O.O.C1(C)C=CC(S(O)(=O)=O)=CC=1. Product: [Cl:13][C:14]1[C:21]([C:22]([F:23])([F:24])[F:25])=[CH:20][CH:19]=[CH:18][C:15]=1[CH2:16][NH:11][CH2:10][CH:9]([C:6]1[CH:7]=[CH:8][C:3]([O:2][CH3:1])=[CH:4][CH:5]=1)[CH3:12]. The catalyst class is: 275. (3) Reactant: Cl[C:2]1[N:7]=[C:6]([C:8]2[C:13]([F:14])=[CH:12][CH:11]=[CH:10][C:9]=2[F:15])[N:5]=[C:4]([NH:16][C:17]2[CH:22]=[CH:21][C:20]([Cl:23])=[CH:19][CH:18]=2)[N:3]=1.O.[NH2:25][NH2:26].O. Product: [Cl:23][C:20]1[CH:21]=[CH:22][C:17]([NH:16][C:4]2[N:5]=[C:6]([C:8]3[C:13]([F:14])=[CH:12][CH:11]=[CH:10][C:9]=3[F:15])[N:7]=[C:2]([NH:25][NH2:26])[N:3]=2)=[CH:18][CH:19]=1. The catalyst class is: 12. (4) Reactant: [F:1][C:2]1[CH:3]=[C:4]([C:10]2[CH:11]=[N:12][C:13]([NH:16][C:17]3[CH:22]=[CH:21][CH:20]=[CH:19][CH:18]=3)=[N:14][CH:15]=2)[CH:5]=[CH:6][C:7]=1[O:8]C.C1(S)C=CC=CC=1.C([O-])([O-])=O.[K+].[K+]. Product: [F:1][C:2]1[CH:3]=[C:4]([C:10]2[CH:15]=[N:14][C:13]([NH:16][C:17]3[CH:22]=[CH:21][CH:20]=[CH:19][CH:18]=3)=[N:12][CH:11]=2)[CH:5]=[CH:6][C:7]=1[OH:8]. The catalyst class is: 179. (5) Reactant: [CH3:1][N:2]([CH2:4][C:5]1[N:6]([CH3:10])[CH:7]=[CH:8][CH:9]=1)[CH3:3].C[I:12].[C:13](OCC)(=O)C. Product: [I-:12].[CH3:10][N:6]1[CH:7]=[CH:8][CH:9]=[C:5]1[CH2:4][N+:2]([CH3:13])([CH3:3])[CH3:1]. The catalyst class is: 8.